This data is from hERG potassium channel inhibition data for cardiac toxicity prediction from Karim et al.. The task is: Regression/Classification. Given a drug SMILES string, predict its toxicity properties. Task type varies by dataset: regression for continuous values (e.g., LD50, hERG inhibition percentage) or binary classification for toxic/non-toxic outcomes (e.g., AMES mutagenicity, cardiotoxicity, hepatotoxicity). Dataset: herg_karim. (1) The drug is CN1C[C@@H]2C[C@H]1CN2c1ncc(-c2ccc3[nH]c(C(F)(F)F)cc3c2)cn1. The result is 1 (blocker). (2) The compound is CCc1nc2c3c(ccc2o1)CCN(CCCSc1nnc(-c2ocnc2C)n1C)CC3. The result is 1 (blocker). (3) The drug is CN1CCN(Cc2ccc3c(c2)Cc2c-3n[nH]c2-c2csc(C#CCOc3ccc(Cl)cc3)c2)CC1. The result is 1 (blocker). (4) The molecule is Cc1nn(C)c(C)c1N(C(F)F)S(=O)(=O)c1c(Cl)cc(CCCC2CCN(C)CC2)cc1Cl. The result is 1 (blocker). (5) The drug is N[C@@H]1CCCN(c2c(Cl)cccc2/C=C2\SC(=O)NC2=O)C1. The result is 0 (non-blocker).